Dataset: NCI-60 drug combinations with 297,098 pairs across 59 cell lines. Task: Regression. Given two drug SMILES strings and cell line genomic features, predict the synergy score measuring deviation from expected non-interaction effect. (1) Drug 1: CC(C)(C#N)C1=CC(=CC(=C1)CN2C=NC=N2)C(C)(C)C#N. Drug 2: CCCCCOC(=O)NC1=NC(=O)N(C=C1F)C2C(C(C(O2)C)O)O. Cell line: RPMI-8226. Synergy scores: CSS=7.21, Synergy_ZIP=-0.163, Synergy_Bliss=-1.27, Synergy_Loewe=-8.47, Synergy_HSA=-8.94. (2) Drug 1: CCCCCOC(=O)NC1=NC(=O)N(C=C1F)C2C(C(C(O2)C)O)O. Drug 2: CC1=C2C(C(=O)C3(C(CC4C(C3C(C(C2(C)C)(CC1OC(=O)C(C(C5=CC=CC=C5)NC(=O)OC(C)(C)C)O)O)OC(=O)C6=CC=CC=C6)(CO4)OC(=O)C)O)C)O. Cell line: DU-145. Synergy scores: CSS=4.47, Synergy_ZIP=2.24, Synergy_Bliss=8.52, Synergy_Loewe=2.81, Synergy_HSA=2.04. (3) Drug 1: C(CN)CNCCSP(=O)(O)O. Drug 2: N.N.Cl[Pt+2]Cl. Cell line: OVCAR-4. Synergy scores: CSS=21.8, Synergy_ZIP=-0.885, Synergy_Bliss=-2.63, Synergy_Loewe=-49.4, Synergy_HSA=-3.97. (4) Drug 1: CC1OCC2C(O1)C(C(C(O2)OC3C4COC(=O)C4C(C5=CC6=C(C=C35)OCO6)C7=CC(=C(C(=C7)OC)O)OC)O)O. Drug 2: C1=CC(=CC=C1CC(C(=O)O)N)N(CCCl)CCCl.Cl. Cell line: HOP-62. Synergy scores: CSS=61.2, Synergy_ZIP=3.37, Synergy_Bliss=9.10, Synergy_Loewe=1.18, Synergy_HSA=8.11. (5) Drug 1: C1=CC(=C2C(=C1NCCNCCO)C(=O)C3=C(C=CC(=C3C2=O)O)O)NCCNCCO. Drug 2: CCC1(C2=C(COC1=O)C(=O)N3CC4=CC5=C(C=CC(=C5CN(C)C)O)N=C4C3=C2)O.Cl. Cell line: NCI-H460. Synergy scores: CSS=41.2, Synergy_ZIP=-9.53, Synergy_Bliss=-12.1, Synergy_Loewe=-11.4, Synergy_HSA=-8.92. (6) Drug 1: CS(=O)(=O)C1=CC(=C(C=C1)C(=O)NC2=CC(=C(C=C2)Cl)C3=CC=CC=N3)Cl. Drug 2: COC1=CC(=CC(=C1O)OC)C2C3C(COC3=O)C(C4=CC5=C(C=C24)OCO5)OC6C(C(C7C(O6)COC(O7)C8=CC=CS8)O)O. Cell line: CCRF-CEM. Synergy scores: CSS=24.9, Synergy_ZIP=-6.25, Synergy_Bliss=-15.0, Synergy_Loewe=-36.5, Synergy_HSA=-14.2. (7) Drug 1: C1C(C(OC1N2C=NC3=C(N=C(N=C32)Cl)N)CO)O. Drug 2: COC1=C2C(=CC3=C1OC=C3)C=CC(=O)O2. Cell line: OVCAR3. Synergy scores: CSS=7.54, Synergy_ZIP=4.90, Synergy_Bliss=13.3, Synergy_Loewe=-2.30, Synergy_HSA=4.57. (8) Drug 2: CN1C2=C(C=C(C=C2)N(CCCl)CCCl)N=C1CCCC(=O)O.Cl. Cell line: TK-10. Synergy scores: CSS=-3.62, Synergy_ZIP=2.62, Synergy_Bliss=1.48, Synergy_Loewe=-4.73, Synergy_HSA=-4.16. Drug 1: CCC1(CC2CC(C3=C(CCN(C2)C1)C4=CC=CC=C4N3)(C5=C(C=C6C(=C5)C78CCN9C7C(C=CC9)(C(C(C8N6C=O)(C(=O)OC)O)OC(=O)C)CC)OC)C(=O)OC)O.OS(=O)(=O)O. (9) Drug 1: CS(=O)(=O)CCNCC1=CC=C(O1)C2=CC3=C(C=C2)N=CN=C3NC4=CC(=C(C=C4)OCC5=CC(=CC=C5)F)Cl. Drug 2: CC1CCCC2(C(O2)CC(NC(=O)CC(C(C(=O)C(C1O)C)(C)C)O)C(=CC3=CSC(=N3)C)C)C. Cell line: NCI/ADR-RES. Synergy scores: CSS=18.4, Synergy_ZIP=-3.90, Synergy_Bliss=0.767, Synergy_Loewe=0.506, Synergy_HSA=0.665.